Dataset: NCI-60 drug combinations with 297,098 pairs across 59 cell lines. Task: Regression. Given two drug SMILES strings and cell line genomic features, predict the synergy score measuring deviation from expected non-interaction effect. (1) Drug 1: C1CCN(CC1)CCOC2=CC=C(C=C2)C(=O)C3=C(SC4=C3C=CC(=C4)O)C5=CC=C(C=C5)O. Drug 2: CC1=C2C(C(=O)C3(C(CC4C(C3C(C(C2(C)C)(CC1OC(=O)C(C(C5=CC=CC=C5)NC(=O)OC(C)(C)C)O)O)OC(=O)C6=CC=CC=C6)(CO4)OC(=O)C)O)C)O. Cell line: OVCAR-8. Synergy scores: CSS=32.5, Synergy_ZIP=1.49, Synergy_Bliss=3.36, Synergy_Loewe=-33.4, Synergy_HSA=0.715. (2) Drug 1: C(=O)(N)NO. Drug 2: CCN(CC)CCCC(C)NC1=C2C=C(C=CC2=NC3=C1C=CC(=C3)Cl)OC. Cell line: U251. Synergy scores: CSS=24.8, Synergy_ZIP=-3.35, Synergy_Bliss=1.63, Synergy_Loewe=-8.43, Synergy_HSA=-0.641.